From a dataset of Forward reaction prediction with 1.9M reactions from USPTO patents (1976-2016). Predict the product of the given reaction. (1) Given the reactants [Cl:1][C:2]1[CH:3]=[C:4]([NH:9][C:10]([N:12]2[CH2:17][CH2:16][N:15]([CH2:18][C@@H:19]3[CH2:24][CH2:23][CH2:22][N:21]([CH2:25][CH2:26][CH:27]4[CH2:32][CH2:31][N:30](C(OCC5C=CC=CC=5)=O)[CH2:29][CH2:28]4)[CH2:20]3)[CH2:14][CH2:13]2)=[O:11])[CH:5]=[CH:6][C:7]=1[Cl:8].Cl, predict the reaction product. The product is: [Cl:1][C:2]1[CH:3]=[C:4]([NH:9][C:10]([N:12]2[CH2:17][CH2:16][N:15]([CH2:18][C@@H:19]3[CH2:24][CH2:23][CH2:22][N:21]([CH2:25][CH2:26][CH:27]4[CH2:32][CH2:31][NH:30][CH2:29][CH2:28]4)[CH2:20]3)[CH2:14][CH2:13]2)=[O:11])[CH:5]=[CH:6][C:7]=1[Cl:8]. (2) Given the reactants [NH:1]([C:16]([O:18][C:19]([CH3:22])([CH3:21])[CH3:20])=[O:17])[C@H:2]([C:6]([N:8]1[CH2:15][CH2:14][CH2:13][C@H:9]1[C:10]([OH:12])=O)=[O:7])[CH:3]([CH3:5])[CH3:4].[CH3:23][O:24][C:25](=[O:39])[CH2:26][CH:27]([NH2:38])[CH2:28][C:29]1[CH:34]=[C:33]([F:35])[C:32]([F:36])=[CH:31][C:30]=1[F:37], predict the reaction product. The product is: [CH3:23][O:24][C:25](=[O:39])[CH2:26][CH:27]([NH:38][C:10]([CH:9]1[CH2:13][CH2:14][CH2:15][N:8]1[C:6](=[O:7])[CH:2]([NH:1][C:16]([O:18][C:19]([CH3:22])([CH3:21])[CH3:20])=[O:17])[CH:3]([CH3:4])[CH3:5])=[O:12])[CH2:28][C:29]1[CH:34]=[C:33]([F:35])[C:32]([F:36])=[CH:31][C:30]=1[F:37]. (3) Given the reactants [CH:1]1[C:10]2[C:5](=[CH:6][CH:7]=[CH:8][CH:9]=2)[CH:4]=[CH:3][C:2]=1[CH2:11][CH2:12]O.C1(P([N:28]=[N+]=[N-])(C2C=CC=CC=2)=O)C=CC=CC=1.CCCCCCC=CCCC.C1(P(C2C=CC=CC=2)C2C=CC=CC=2)C=CC=CC=1.[ClH:61], predict the reaction product. The product is: [ClH:61].[CH:1]1[C:10]2[C:5](=[CH:6][CH:7]=[CH:8][CH:9]=2)[CH:4]=[CH:3][C:2]=1[CH2:11][CH2:12][NH2:28]. (4) Given the reactants [Cl:1][CH2:2][C:3]([NH:5][C:6]1[CH:15]=[CH:14][CH:13]=[C:12]2[C:7]=1[C:8](=[O:25])[N:9]([CH:17]1[CH2:22][CH2:21][C:20](=[O:23])[NH:19][C:18]1=[O:24])[C:10]([CH3:16])=[N:11]2)=[O:4].[CH3:26][NH:27][CH3:28].C1COCC1.C(=O)([O-])O.[Na+].Cl.CCOCC, predict the reaction product. The product is: [ClH:1].[CH3:26][N:27]([CH3:28])[CH2:2][C:3]([NH:5][C:6]1[CH:15]=[CH:14][CH:13]=[C:12]2[C:7]=1[C:8](=[O:25])[N:9]([CH:17]1[CH2:22][CH2:21][C:20](=[O:23])[NH:19][C:18]1=[O:24])[C:10]([CH3:16])=[N:11]2)=[O:4]. (5) Given the reactants [N:1]1[CH:6]=[CH:5][CH:4]=[C:3](B(O)O)[CH:2]=1.C(N(CC)CC)C.[O:17]=[C:18]1[C:26]([C:27]#[N:28])=[C:25]([N:29]2[CH2:34][CH2:33][N:32]([C:35]([C:37]3[S:38][CH:39]=[CH:40][CH:41]=3)=[O:36])[CH2:31][CH2:30]2)[C:24]2[C:20](=[CH:21][S:22][CH:23]=2)[NH:19]1, predict the reaction product. The product is: [O:17]=[C:18]1[C:26]([C:27]#[N:28])=[C:25]([N:29]2[CH2:30][CH2:31][N:32]([C:35]([C:37]3[S:38][CH:39]=[CH:40][CH:41]=3)=[O:36])[CH2:33][CH2:34]2)[C:24]2[C:20](=[CH:21][S:22][CH:23]=2)[N:19]1[C:3]1[CH:2]=[N:1][CH:6]=[CH:5][CH:4]=1. (6) Given the reactants [N:1]1[CH:6]=[CH:5][CH:4]=[C:3]2[C:7]([O:9][C:10](=[O:11])[C:2]=12)=O.[NH2:12][C:13]1[CH:18]=[CH:17][CH:16]=[CH:15][CH:14]=1, predict the reaction product. The product is: [C:13]1([N:12]2[C:7](=[O:9])[C:3]3[C:2](=[N:1][CH:6]=[CH:5][CH:4]=3)[C:10]2=[O:11])[CH:18]=[CH:17][CH:16]=[CH:15][CH:14]=1. (7) Given the reactants C([O:4][C:5]1[CH:12]=[CH:11][C:8]([CH:9]=[O:10])=[C:7](Br)[C:6]=1[O:14][CH3:15])(=O)C.[CH3:16][O:17][C:18]1[CH:23]=[CH:22][CH:21]=[CH:20][C:19]=1[OH:24].C(=O)([O-])[O-].[Cs+].[Cs+], predict the reaction product. The product is: [OH:4][C:5]1[C:6]([O:14][CH3:15])=[CH:7][C:8]([CH:9]=[O:10])=[C:11]([O:24][C:19]2[CH:20]=[CH:21][CH:22]=[CH:23][C:18]=2[O:17][CH3:16])[CH:12]=1.